This data is from Experimentally validated miRNA-target interactions with 360,000+ pairs, plus equal number of negative samples. The task is: Binary Classification. Given a miRNA mature sequence and a target amino acid sequence, predict their likelihood of interaction. (1) Result: 0 (no interaction). The protein sequence of the target gene is MTVATGDPVDEAAALPGHPQDTYDPEADHECCERVVINISGLRFETQLKTLAQFPETLLGDPKKRMRYFDPLRNEYFFDRNRPSFDAILYYYQSGGRLRRPVNVPLDIFSEEIRFYELGEEAMEMFREDEGYIKEEERPLPENEFQRQVWLLFEYPESSGPARIIAIVSVMVILISIVSFCLETLPIFRDENEDMHGGGVTFHTYSNSTIGYQQSTSFTDPFFIVETLCIIWFSFEFLVRFFACPSKAGFFTNIMNIIDIVAIIPYFITLGTELAEKPEDAQQGQQAMSLAILRVIRLVR.... The miRNA is hsa-miR-6817-3p with sequence UCUCUCUGACUCCAUGGCA. (2) The miRNA is hsa-miR-6785-3p with sequence ACAUCGCCCCACCUUCCCCAG. The protein sequence of the target gene is MARILLLFLPGLVAVCAVHGIFMDRLASKKLCADDECVYTISLASAQEDYNAPDCRFINVKKGQQIYVYSKLVKENGAGEFWAGSVYGDGQDEMGVVGYFPRNLVKEQRVYQEATKEVPTTDIDFFCE. Result: 0 (no interaction). (3) The miRNA is rno-miR-133b-3p with sequence UUUGGUCCCCUUCAACCAGCUA. The protein sequence of the target gene is MPWSSRGALLRDLVLGVLGTAAFLLDLGTDLWAAVQYALGGRYLWAALVLALLGLASVALQLFSWLWLRADPAGLHGSQPPRRCLALLHLLQLGYLYRCVQELRQGLLVWQQEEPSEFDLAYADFLALDISMLRLFETFLETAPQLTLVLAIMLQSGRAEYYQWVGICTSFLGISWALLDYHRALRTCLPSKPLLGLGSSVIYFLWNLLLLWPRVLAVALFSALFPSYVALHFLGLWLVLLLWVWLQGTDFMPDPSSEWLYRVTVATILYFSWFNVAEGRTRGRAIIHFAFLLSDSILLV.... Result: 0 (no interaction). (4) The miRNA is hsa-miR-7-2-3p with sequence CAACAAAUCCCAGUCUACCUAA. The protein sequence of the target gene is MPLNSSMECKNYDYDYDSYQPYFYFDNEDEDFYNHQHGQPPAPSEDIWKKFELLPTPPLSPSRRPSLSDPFPSTADKLEMVSEFLGDDVVNHSIICDADYSQSFLKSIIIQDCMWSGFSAAAKLEKVVSERLASLQAARKESSRTESADICRSVGFLQDMSTPASQCIDPSVVFPFPLTDSTKPCKPAPTPASTTLPLDTPPNSGSSSSSSDSESDDEDDEDEEEEEEIDVVTVEKRKSVKKSDANATHQSPVVLKRCHVNIHQHNYAAHPSTRNEQPAVKRIKFESHIRVFKQISHNRK.... Result: 0 (no interaction). (5) The miRNA is mmu-miR-3094-5p with sequence UGUUGGGGACAUUUUUAAAGC. The protein sequence of the target gene is MDSGSSSSDSAPDCWDQVDMESPGSAPSGDGVSSAVAEAQREPLSSAFSRKLNVNAKPFVPNVHAAEFVPSFLRGPTQPPTLPAGSGSNDETCTGAGYPQGKRMGRGAPVEPSREEPLVSLEGSNSAVTMELSEPVVENGEVEMALEESWEHSKEVSEAEPGGGSSGDSGPPEESGQEMMEEKEEIRKSKSVIVPSGAPKKEHVNVVFIGHVDAGKSTIGGQIMFLTGMVDKRTLEKYEREAKEKNRETWYLSWALDTNQEERDKGKTVEVGRAYFETERKHFTILDAPGHKSFVPNMIG.... Result: 0 (no interaction). (6) The miRNA is hsa-miR-1915-3p with sequence CCCCAGGGCGACGCGGCGGG. The protein sequence of the target gene is METLKDKTLQELEELQNDSEAIDQLALESPEVQDLQLEREMALATNRSLAERNLEFQGPLEISRSNLSDRYQELRKLVERCQEQKAKLEKFSSALQPGTLLDLLQVEGMKIEEESEAMAEKFLEGEVPLETFLENFSSMRMLSHLRRVRVEKLQEVVRKPRASQELAGDAPPPRPPPPVRPVPQGTPPVVEEQPQPPLAMPPYPLPYSPSPSLPVGPTAHGALPPAPFPVVSQPSFYSGPLGPTYPAAQLGPRGAAGYSWSPQRSMPPRPGYPGTPMGASGPGYPLRGGRAPSPGYPQQS.... Result: 1 (interaction). (7) The miRNA is mmu-miR-1930-5p with sequence ACCUCCAUAGUACCUGCAGCGU. The protein sequence of the target gene is MLRQILSDMFIDPDLLAELSEEQKQILFYKMREEQIRRWKEREAAMERKESLPVKSRPKKENGKSVHWKLGADKQVWVWVMGEHHLDKPYDVLCDEILAEREHLRAAKDSELRKTQSLELANSLKIKSQNCDLQAMKKTEPQNVTRKAASEEASGQGPRAIPTRKDDKAQTKPVKEKDHEEMKQTEDEKTKQIYKSWKEDSEWQASLRKSKAADEKRRSLAKQAREDYKRLSQRGRSGDGLQNPLTGPQKPRRPPLPPKPQFLQPLGIPPKSLGNQGVIRTEISSAQMDTIRWFKEEQLP.... Result: 1 (interaction).